The task is: Predict the reaction yield, written as a fraction of the theoretical maximum amount of product (1.0 means a 100% yield; for example, 0.34 means a 34% yield).. This data is from Reaction yield outcomes from USPTO patents with 853,638 reactions. (1) The reactants are C[Al](C)C.[CH3:5][N:6]1[CH2:12][CH2:11][CH2:10][N:9]([C:13]2[N:18]=[CH:17][C:16]([C:19]([O:21]C)=O)=[CH:15][N:14]=2)[CH2:8][CH2:7]1.[CH3:23][O:24][C:25]1[CH:26]=[C:27]([CH2:33][CH2:34][C:35]2[CH:36]=[C:37]([NH2:40])[NH:38][N:39]=2)[CH:28]=[C:29]([O:31][CH3:32])[CH:30]=1. The catalyst is C1(C)C=CC=CC=1. The product is [CH3:32][O:31][C:29]1[CH:28]=[C:27]([CH2:33][CH2:34][C:35]2[CH:36]=[C:37]([NH:40][C:19]([C:16]3[CH:17]=[N:18][C:13]([N:9]4[CH2:10][CH2:11][CH2:12][N:6]([CH3:5])[CH2:7][CH2:8]4)=[N:14][CH:15]=3)=[O:21])[NH:38][N:39]=2)[CH:26]=[C:25]([O:24][CH3:23])[CH:30]=1. The yield is 0.270. (2) The reactants are [CH3:1][N:2]1[CH:6]=[C:5]([C:7]2[CH:8]=[C:9]3[C:13](=[CH:14][CH:15]=2)[NH:12][CH2:11][CH:10]3[CH2:16][C:17]#[N:18])[CH:4]=[N:3]1.Br[C:20]1[C:24]2[CH2:25][N:26]([C:29](=[O:31])[CH3:30])[CH2:27][CH2:28][C:23]=2[N:22]([CH:32]2[CH2:36][CH2:35][O:34][CH2:33]2)[N:21]=1.C1(P(C2CCCCC2)C2C=CC=CC=2C2C(OC(C)C)=CC=CC=2OC(C)C)CCCCC1.C(O[Na])(C)(C)C. No catalyst specified. The product is [C:29]([N:26]1[CH2:27][CH2:28][C:23]2[N:22]([CH:32]3[CH2:36][CH2:35][O:34][CH2:33]3)[N:21]=[C:20]([N:12]3[C:13]4[C:9](=[CH:8][C:7]([C:5]5[CH:4]=[N:3][N:2]([CH3:1])[CH:6]=5)=[CH:15][CH:14]=4)[CH:10]([CH2:16][C:17]#[N:18])[CH2:11]3)[C:24]=2[CH2:25]1)(=[O:31])[CH3:30]. The yield is 0.0700. (3) The reactants are Cl.[CH3:2][NH:3][O:4][CH3:5].[CH3:6][O:7][C:8]1[CH:13]=[CH:12][CH:11]=[CH:10][C:9]=1[S:14]([N:17]([CH3:36])[C:18]1[CH:19]=[CH:20][CH:21]=[C:22]2[C:26]=1[NH:25][C:24]([C:27]1[S:28][CH:29]([CH2:32][C:33](O)=[O:34])[CH2:30][N:31]=1)=[CH:23]2)(=[O:16])=[O:15].N1(O)C2C=CC=CC=2N=N1.Cl.CN(C)CCCN=C=NCC. The catalyst is CN(C)C=O.C(OCC)(=O)C.C(N(CC)CC)C. The product is [CH3:5][O:4][N:3]([CH3:2])[C:33](=[O:34])[CH2:32][CH:29]1[S:28][C:27]([C:24]2[NH:25][C:26]3[C:22]([CH:23]=2)=[CH:21][CH:20]=[CH:19][C:18]=3[N:17]([S:14]([C:9]2[CH:10]=[CH:11][CH:12]=[CH:13][C:8]=2[O:7][CH3:6])(=[O:15])=[O:16])[CH3:36])=[N:31][CH2:30]1. The yield is 0.850. (4) The reactants are [H-].[Na+].C([CH:7]([OH:11])[C:8]([O-:10])=[O:9])(C)(C)C.[CH2:12](Br)[C:13]#[CH:14].[C:16](OCC)(=O)C.[CH2:22]1[CH2:26]OC[CH2:23]1. No catalyst specified. The product is [CH2:12]([O:11][CH2:7][C:8]([O:10][C:22]([CH3:23])([CH3:26])[CH3:16])=[O:9])[C:13]#[CH:14]. The yield is 0.700. (5) The reactants are [C:1]12([C:11]3[CH:12]=[C:13]([CH:16]=[CH:17][C:18]=3[O:19][CH:20]([CH3:22])[CH3:21])[CH:14]=O)[CH2:10][CH:5]3[CH2:6][CH:7]([CH2:9][CH:3]([CH2:4]3)[CH2:2]1)[CH2:8]2.CC([O-])=O.[NH4+].[CH3:28][N+:29]([O-:31])=[O:30]. No catalyst specified. The product is [C:1]12([C:11]3[CH:12]=[C:13](/[CH:14]=[CH:28]/[N+:29]([O-:31])=[O:30])[CH:16]=[CH:17][C:18]=3[O:19][CH:20]([CH3:22])[CH3:21])[CH2:2][CH:3]3[CH2:4][CH:5]([CH2:6][CH:7]([CH2:9]3)[CH2:8]1)[CH2:10]2. The yield is 0.880.